Dataset: Catalyst prediction with 721,799 reactions and 888 catalyst types from USPTO. Task: Predict which catalyst facilitates the given reaction. (1) Reactant: [CH3:1][C:2]1[CH:7]=[C:6]([CH3:8])[NH:5][C:4](=[O:9])[C:3]=1[CH2:10][NH:11][C:12]([C:14]1[C:15]2[CH:38]=[N:37][N:36]([CH:39]([CH3:41])[CH3:40])[C:16]=2[N:17]=[C:18]([C:20]2[CH2:21][CH2:22][N:23]([CH:26]3[CH2:31][CH2:30][N:29]([S:32]([CH3:35])(=[O:34])=[O:33])[CH2:28][CH2:27]3)[CH2:24][CH:25]=2)[CH:19]=1)=[O:13]. Product: [CH3:1][C:2]1[CH:7]=[C:6]([CH3:8])[NH:5][C:4](=[O:9])[C:3]=1[CH2:10][NH:11][C:12]([C:14]1[C:15]2[CH:38]=[N:37][N:36]([CH:39]([CH3:41])[CH3:40])[C:16]=2[N:17]=[C:18]([CH:20]2[CH2:21][CH2:22][N:23]([CH:26]3[CH2:27][CH2:28][N:29]([S:32]([CH3:35])(=[O:33])=[O:34])[CH2:30][CH2:31]3)[CH2:24][CH2:25]2)[CH:19]=1)=[O:13]. The catalyst class is: 50. (2) Reactant: C([C:3]1[CH:7]=[C:6]2[C:8]([C:45]3[CH:50]=[CH:49][CH:48]=[CH:47][CH:46]=3)=[C:9]3[N:13]=[C:12]([C:14]([C:39]4[CH:44]=[CH:43][CH:42]=[CH:41][CH:40]=4)=[C:15]4[NH:19][C:18](=[C:20]([C:33]5[CH:38]=[CH:37][CH:36]=[CH:35][CH:34]=5)[C:21]5[CH:22]=[CH:23][C:24](=[C:26]([C:27]6[CH:32]=[CH:31][CH:30]=[CH:29][CH:28]=6)[C:4]=1[NH:5]2)[N:25]=5)[CH:17]=[CH:16]4)[CH:11]=[CH:10]3)=[O:2].[Si]([C:55]([F:58])([F:57])[F:56])(C)(C)C.CCCC[N+](CCCC)(CCCC)CCCC.[F-].Cl.C([O-])(=O)C.[Na+]. Product: [F:56][C:55]([F:58])([F:57])[OH:2].[CH:48]1[CH:49]=[CH:50][C:45]([C:8]2[C:6]3[NH:5][C:4]([C:26]([C:27]4[CH:28]=[CH:29][CH:30]=[CH:31][CH:32]=4)=[C:24]4[CH:23]=[CH:22][C:21](=[C:20]([C:33]5[CH:38]=[CH:37][CH:36]=[CH:35][CH:34]=5)[C:18]5[CH:17]=[CH:16][C:15](=[C:14]([C:39]6[CH:40]=[CH:41][CH:42]=[CH:43][CH:44]=6)[C:12]6[CH:11]=[CH:10][C:9]=2[N:13]=6)[N:19]=5)[NH:25]4)=[CH:3][CH:7]=3)=[CH:46][CH:47]=1. The catalyst class is: 595. (3) Reactant: [ClH:1].[CH2:2]([N:4]([CH2:26][CH3:27])[CH:5]1[CH2:10][CH2:9][N:8]([C:11](=[O:25])[CH2:12][CH2:13][C:14]2[N:15]([CH2:19][C:20]([O:22][CH2:23][CH3:24])=[O:21])[CH:16]=[CH:17][N:18]=2)[CH2:7][CH2:6]1)[CH3:3]. Product: [ClH:1].[CH2:26]([N:4]([CH2:2][CH3:3])[CH:5]1[CH2:10][CH2:9][N:8]([C:11](=[O:25])[CH2:12][CH2:13][C:14]2[N:15]([CH2:19][C:20]([O:22][CH2:23][CH3:24])=[O:21])[CH:16]=[CH:17][N:18]=2)[CH2:7][CH2:6]1)[CH3:27]. The catalyst class is: 27. (4) Reactant: [C:1]([C:3]1[CH:25]=[CH:24][CH:23]=[C:22]([CH:26]2[CH2:28][CH2:27]2)[C:4]=1[CH2:5][N:6]1[C:14]2[C:9](=[CH:10][CH:11]=[C:12]([C:15]([F:20])([F:19])[C:16]([OH:18])=[O:17])[CH:13]=2)[C:8]([CH3:21])=[N:7]1)#[N:2].[OH-].[K+:30]. Product: [C:1]([C:3]1[CH:25]=[CH:24][CH:23]=[C:22]([CH:26]2[CH2:28][CH2:27]2)[C:4]=1[CH2:5][N:6]1[C:14]2[C:9](=[CH:10][CH:11]=[C:12]([C:15]([F:19])([F:20])[C:16]([O-:18])=[O:17])[CH:13]=2)[C:8]([CH3:21])=[N:7]1)#[N:2].[K+:30]. The catalyst class is: 8. (5) Reactant: [CH3:1][O:2][C:3]1[CH:8]=[CH:7][C:6]([N:9]2[C:17]3[C:12](=[CH:13][CH:14]=[CH:15][CH:16]=3)[C:11](SC)=[C:10]2[C:20]2[C:21]([CH3:26])=[N:22][O:23][C:24]=2[CH3:25])=[CH:5][CH:4]=1.SC1C=CC=CC=1C(O)=O.FC(F)(F)C(O)=O.[OH-].[Na+]. Product: [CH3:1][O:2][C:3]1[CH:4]=[CH:5][C:6]([N:9]2[C:17]3[C:12](=[CH:13][CH:14]=[CH:15][CH:16]=3)[CH:11]=[C:10]2[C:20]2[C:21]([CH3:26])=[N:22][O:23][C:24]=2[CH3:25])=[CH:7][CH:8]=1. The catalyst class is: 25. (6) Product: [Cl:25][C:22]1[CH:23]=[CH:24][C:19]([N:18]2[C:16](=[O:17])[C:15]3[C:14](=[CH:29][CH:28]=[CH:27][CH:26]=3)[N:13]=[C:6]2[C:5]2[CH:8]=[CH:9][C:2]([CH3:1])=[C:3]([N+:10]([O-:12])=[O:11])[CH:4]=2)=[CH:20][CH:21]=1. The catalyst class is: 14. Reactant: [CH3:1][C:2]1[CH:9]=[CH:8][C:5]([CH:6]=O)=[CH:4][C:3]=1[N+:10]([O-:12])=[O:11].[NH2:13][C:14]1[CH:29]=[CH:28][CH:27]=[CH:26][C:15]=1[C:16]([NH:18][C:19]1[CH:24]=[CH:23][C:22]([Cl:25])=[CH:21][CH:20]=1)=[O:17]. (7) Reactant: C(OC([NH:8][CH2:9][C@H:10]1[CH2:15][CH2:14][C@H:13]([CH2:16][C:17]([NH:19][C@H:20]([B:37]2[O:45][CH:44]3[C:39]([CH3:49])([CH:40]4[CH2:46][CH:42]([CH2:43]3)[C:41]4([CH3:48])[CH3:47])[O:38]2)[CH2:21][C:22]2[C:23]([O:35][CH3:36])=[C:24]([CH:32]=[CH:33][CH:34]=2)[C:25]([O:27]C(C)(C)C)=[O:26])=[O:18])[CH2:12][CH2:11]1)=O)(C)(C)C.Cl. Product: [NH2:8][CH2:9][C@H:10]1[CH2:15][CH2:14][C@H:13]([CH2:16][C:17]([NH:19][C@H:20]([B:37]2[O:45][CH:44]3[C:39]([CH3:49])([CH:40]4[CH2:46][CH:42]([CH2:43]3)[C:41]4([CH3:48])[CH3:47])[O:38]2)[CH2:21][C:22]2[C:23]([O:35][CH3:36])=[C:24]([CH:32]=[CH:33][CH:34]=2)[C:25]([OH:27])=[O:26])=[O:18])[CH2:12][CH2:11]1. The catalyst class is: 12.